The task is: Predict the product of the given reaction.. This data is from Forward reaction prediction with 1.9M reactions from USPTO patents (1976-2016). Given the reactants [CH2:1]([O:8][C:9]1[CH:14]=[C:13]([O:15][CH2:16][CH2:17][O:18][CH3:19])[CH:12]=[CH:11][C:10]=1[CH2:20][CH2:21][CH2:22][OH:23])[C:2]1[CH:7]=[CH:6][CH:5]=[CH:4][CH:3]=1.[NH2:24][CH2:25][CH:26]1[CH2:28][CH2:27]1.[O:29]1CCC[CH2:30]1, predict the reaction product. The product is: [CH:26]1([CH2:25][NH:24][C:30](=[O:29])[O:23][CH2:22][CH2:21][CH2:20][C:10]2[CH:11]=[CH:12][C:13]([O:15][CH2:16][CH2:17][O:18][CH3:19])=[CH:14][C:9]=2[O:8][CH2:1][C:2]2[CH:3]=[CH:4][CH:5]=[CH:6][CH:7]=2)[CH2:28][CH2:27]1.